From a dataset of Full USPTO retrosynthesis dataset with 1.9M reactions from patents (1976-2016). Predict the reactants needed to synthesize the given product. (1) Given the product [C:16]([O:15][C:13](=[O:14])[NH:12][CH:5]1[C:4]2[C:9](=[CH:10][CH:11]=[C:2]([Br:1])[CH:3]=2)[O:8][CH2:7][CH2:6]1)([CH3:19])([CH3:18])[CH3:17], predict the reactants needed to synthesize it. The reactants are: [Br:1][C:2]1[CH:3]=[C:4]2[C:9](=[CH:10][CH:11]=1)[O:8][CH2:7][CH2:6][CH:5]2[NH2:12].[C:13](O[C:13]([O:15][C:16]([CH3:19])([CH3:18])[CH3:17])=[O:14])([O:15][C:16]([CH3:19])([CH3:18])[CH3:17])=[O:14].C([O-])(O)=O.[Na+]. (2) The reactants are: Br[C:2]1[N:3]=[CH:4][C:5]([O:32][CH3:33])=[C:6]2[C:10]([C:11](=[O:31])[C:12]([N:14]3[CH2:19][CH2:18][N:17]([C:20]4[N:24]([C:25]5[CH:30]=[CH:29][CH:28]=[CH:27][N:26]=5)[N:23]=[N:22][N:21]=4)[CH2:16][CH2:15]3)=[O:13])=[CH:9][NH:8][C:7]=12.[N:34]1[CH:39]=[C:38](B(O)O)[CH:37]=[N:36][CH:35]=1.ClCCl.C(=O)([O-])[O-].[Cs+].[Cs+]. Given the product [CH3:33][O:32][C:5]1[CH:4]=[N:3][C:2]([C:38]2[CH:39]=[N:34][CH:35]=[N:36][CH:37]=2)=[C:7]2[NH:8][CH:9]=[C:10]([C:11](=[O:31])[C:12]([N:14]3[CH2:19][CH2:18][N:17]([C:20]4[N:24]([C:25]5[CH:30]=[CH:29][CH:28]=[CH:27][N:26]=5)[N:23]=[N:22][N:21]=4)[CH2:16][CH2:15]3)=[O:13])[C:6]=12, predict the reactants needed to synthesize it. (3) Given the product [Cl:2][C:3]1[CH:8]=[CH:7][CH:6]=[C:5]([Cl:9])[C:4]=1[N:10]1[CH:15]=[C:16]2[C:17]([C:18]3[CH:30]=[CH:29][CH:28]=[N:27][C:19]=3[NH:20][C:21]3[CH:26]=[CH:25][N:24]=[CH:23][C:22]=32)=[N:11]1, predict the reactants needed to synthesize it. The reactants are: Cl.[Cl:2][C:3]1[CH:8]=[CH:7][CH:6]=[C:5]([Cl:9])[C:4]=1[NH:10][NH2:11].CN([CH:15]=[C:16]1[C:22]2[CH:23]=[N:24][CH:25]=[CH:26][C:21]=2[NH:20][C:19]2[N:27]=[CH:28][CH:29]=[CH:30][C:18]=2[C:17]1=O)C.